Task: Predict which catalyst facilitates the given reaction.. Dataset: Catalyst prediction with 721,799 reactions and 888 catalyst types from USPTO (1) Reactant: [N+:1]([C:4]1[CH:5]=[C:6]2[C:11](=[CH:12][CH:13]=1)[N:10]=[CH:9][CH:8]=[CH:7]2)([O-])=O. Product: [NH2:1][C:4]1[CH:5]=[C:6]2[C:11](=[CH:12][CH:13]=1)[N:10]=[CH:9][CH:8]=[CH:7]2. The catalyst class is: 43. (2) Reactant: Cl[C:2]1[CH:7]=[C:6]([O:8][CH2:9][C:10]#[C:11][CH3:12])[N:5]=[CH:4][N:3]=1.[CH2:13]([NH2:20])[C:14]1[CH:19]=[CH:18][CH:17]=[CH:16][CH:15]=1. Product: [CH2:9]([O:8][C:6]1[N:5]=[CH:4][N:3]=[C:2]([NH:20][CH2:13][C:14]2[CH:19]=[CH:18][CH:17]=[CH:16][CH:15]=2)[CH:7]=1)[C:10]#[C:11][CH3:12]. The catalyst class is: 8. (3) Reactant: [CH3:1][Sn](C)(C)C.Cl[C:7]1[N:12]=[CH:11][C:10]([C:13]2[CH:14]=[C:15]3[C:32](=[CH:33][CH:34]=2)[O:31][C:18]2([CH2:23][CH2:22][N:21]([C:24]([O:26][C:27]([CH3:30])([CH3:29])[CH3:28])=[O:25])[CH2:20][CH2:19]2)[CH2:17][C:16]3=[O:35])=[CH:9][C:8]=1[C:36]([O:38][CH3:39])=[O:37]. Product: [CH3:39][O:38][C:36]([C:8]1[CH:9]=[C:10]([C:13]2[CH:14]=[C:15]3[C:32](=[CH:33][CH:34]=2)[O:31][C:18]2([CH2:19][CH2:20][N:21]([C:24]([O:26][C:27]([CH3:29])([CH3:30])[CH3:28])=[O:25])[CH2:22][CH2:23]2)[CH2:17][C:16]3=[O:35])[CH:11]=[N:12][C:7]=1[CH3:1])=[O:37]. The catalyst class is: 184.